Dataset: Catalyst prediction with 721,799 reactions and 888 catalyst types from USPTO. Task: Predict which catalyst facilitates the given reaction. (1) Reactant: [F:1][CH:2]([F:26])[O:3][C:4]1[CH:5]=[C:6]([CH:14]([C:16]2[C:24]3[C:19](=[N:20][CH:21]=[C:22]([Br:25])[CH:23]=3)[NH:18][CH:17]=2)[OH:15])[CH:7]=[C:8]([O:10][CH:11]([F:13])[F:12])[CH:9]=1.CC(OI1(OC(C)=O)(OC(C)=O)OC(=O)C2C=CC=CC1=2)=O. Product: [F:13][CH:11]([F:12])[O:10][C:8]1[CH:7]=[C:6]([C:14]([C:16]2[C:24]3[C:19](=[N:20][CH:21]=[C:22]([Br:25])[CH:23]=3)[NH:18][CH:17]=2)=[O:15])[CH:5]=[C:4]([O:3][CH:2]([F:26])[F:1])[CH:9]=1. The catalyst class is: 7. (2) Reactant: [C:1]([O:5][C:6]([N:8]1[CH2:16][CH2:15][N:14]2[C@@H:10]([CH2:11][O:12]S2(=O)=O)[CH2:9]1)=[O:7])([CH3:4])([CH3:3])[CH3:2].[C:19]1([O-])[CH:24]=[CH:23][CH:22]=[CH:21][CH:20]=1.[Na+].Cl. Product: [C:1]([O:5][C:6]([N:8]1[CH2:16][CH2:15][NH:14][C@@H:10]([CH2:11][O:12][C:19]2[CH:24]=[CH:23][CH:22]=[CH:21][CH:20]=2)[CH2:9]1)=[O:7])([CH3:4])([CH3:3])[CH3:2]. The catalyst class is: 3. (3) Reactant: [NH2:1][C:2]1[CH:11]=[CH:10][C:9]([CH2:12][CH2:13][CH2:14][CH3:15])=[CH:8][C:3]=1[C:4]([O:6][CH3:7])=[O:5].N1C=CC=CC=1.Cl[S:23]([C:26]1[CH:27]=[C:28]([CH:32]=[CH:33][CH:34]=1)[C:29]([OH:31])=[O:30])(=[O:25])=[O:24]. Product: [CH2:12]([C:9]1[CH:10]=[CH:11][C:2]([NH:1][S:23]([C:26]2[CH:27]=[C:28]([CH:32]=[CH:33][CH:34]=2)[C:29]([OH:31])=[O:30])(=[O:25])=[O:24])=[C:3]([C:4]([O:6][CH3:7])=[O:5])[CH:8]=1)[CH2:13][CH2:14][CH3:15]. The catalyst class is: 2. (4) Reactant: Br[C:2]1[CH:12]=[C:11]([CH3:13])[C:5]2[N:6]=[C:7]([NH2:10])[N:8]=[N:9][C:4]=2[CH:3]=1.Br[C:15]1[CH:28]=[CH:27][C:18]([O:19][CH2:20][CH2:21][N:22]2[CH2:26][CH2:25][CH2:24][CH2:23]2)=[CH:17][CH:16]=1.C1C=CC(P([C:42]2[C:51]([C:52]3C(P(C4C=CC=CC=4)C4C=CC=CC=4)=CC=C4C=3C=CC=C4)=[C:50]3[C:45]([CH:46]=CC=C3)=[CH:44][CH:43]=2)C2C=CC=CC=2)=CC=1. Product: [CH3:46][C:45]1[CH:44]=[CH:43][CH:42]=[C:51]([CH3:52])[C:50]=1[C:2]1[CH:12]=[C:11]([CH3:13])[C:5]2[N:6]=[C:7]([NH:10][C:15]3[CH:28]=[CH:27][C:18]([O:19][CH2:20][CH2:21][N:22]4[CH2:26][CH2:25][CH2:24][CH2:23]4)=[CH:17][CH:16]=3)[N:8]=[N:9][C:4]=2[CH:3]=1. The catalyst class is: 11. (5) Reactant: [Br:1][C:2]1[C:7](Br)=[CH:6][CH:5]=[CH:4][N:3]=1.CC([Mg]Cl)C.[CH2:14]([N:21]1[CH2:26][CH2:25][C:24](=[O:27])[CH2:23][CH2:22]1)[C:15]1[CH:20]=[CH:19][CH:18]=[CH:17][CH:16]=1. Product: [CH2:14]([N:21]1[CH2:26][CH2:25][C:24]([OH:27])([C:7]2[C:2]([Br:1])=[N:3][CH:4]=[CH:5][CH:6]=2)[CH2:23][CH2:22]1)[C:15]1[CH:16]=[CH:17][CH:18]=[CH:19][CH:20]=1. The catalyst class is: 7. (6) Reactant: [Br:1][C:2]1[CH:3]=[C:4]2[C:10](I)=[N:9][N:8]([CH2:12][O:13][CH2:14][CH2:15][Si:16]([CH3:19])([CH3:18])[CH3:17])[C:5]2=[N:6][CH:7]=1.[CH3:20][O:21][C:22]1[CH:27]=[CH:26][CH:25]=[CH:24][C:23]=1B(O)O.C(=O)([O-])[O-].[Na+].[Na+].C(=O)(O)[O-].[Na+]. Product: [Br:1][C:2]1[CH:3]=[C:4]2[C:10]([C:23]3[CH:24]=[CH:25][CH:26]=[CH:27][C:22]=3[O:21][CH3:20])=[N:9][N:8]([CH2:12][O:13][CH2:14][CH2:15][Si:16]([CH3:19])([CH3:18])[CH3:17])[C:5]2=[N:6][CH:7]=1. The catalyst class is: 245. (7) Reactant: [C:1](=[O:12])(OC(Cl)(Cl)Cl)OC(Cl)(Cl)Cl.C(N(CC)CC)C.[NH2:20][C:21]1[CH:48]=[CH:47][C:24]([C:25]([N:27]2[CH2:32][CH2:31][N:30]([CH2:33][C:34]3[CH:35]=[C:36]([CH:44]=[CH:45][CH:46]=3)[C:37]([NH:39][C:40]([CH3:43])([CH3:42])[CH3:41])=[O:38])[CH2:29][CH2:28]2)=[O:26])=[C:23]([F:49])[C:22]=1[Cl:50].[CH:51]1([CH2:54][NH2:55])[CH2:53][CH2:52]1. Product: [C:40]([NH:39][C:37](=[O:38])[C:36]1[CH:44]=[CH:45][CH:46]=[C:34]([CH2:33][N:30]2[CH2:29][CH2:28][N:27]([C:25](=[O:26])[C:24]3[CH:47]=[CH:48][C:21]([NH:20][C:1]([NH:55][CH2:54][CH:51]4[CH2:53][CH2:52]4)=[O:12])=[C:22]([Cl:50])[C:23]=3[F:49])[CH2:32][CH2:31]2)[CH:35]=1)([CH3:43])([CH3:42])[CH3:41]. The catalyst class is: 4.